Predict the reactants needed to synthesize the given product. From a dataset of Full USPTO retrosynthesis dataset with 1.9M reactions from patents (1976-2016). (1) Given the product [CH2:20]([C:19]1[C:15]2[S:14][C:11]3[C:12]4[S:13][C:6]([C:4]([OH:5])=[O:3])=[C:7]([CH2:35][CH2:36][CH2:37][CH2:38][CH2:39][CH2:40][CH2:41][CH2:42][CH2:43][CH3:44])[C:8]=4[S:9][C:10]=3[C:16]=2[S:17][C:18]=1[C:30]([OH:32])=[O:31])[CH2:21][CH2:22][CH2:23][CH2:24][CH2:25][CH2:26][CH2:27][CH2:28][CH3:29], predict the reactants needed to synthesize it. The reactants are: C([O:3][C:4]([C:6]1[S:13][C:12]2[C:11]3[S:14][C:15]4[C:19]([CH2:20][CH2:21][CH2:22][CH2:23][CH2:24][CH2:25][CH2:26][CH2:27][CH2:28][CH3:29])=[C:18]([C:30]([O:32]CC)=[O:31])[S:17][C:16]=4[C:10]=3[S:9][C:8]=2[C:7]=1[CH2:35][CH2:36][CH2:37][CH2:38][CH2:39][CH2:40][CH2:41][CH2:42][CH2:43][CH3:44])=[O:5])C.[Li+].[OH-].C1COCC1. (2) Given the product [CH2:25]([O:24][C:22](=[O:23])[C:21]([O:15][C:13]1[CH:14]=[C:9]([O:8][CH2:1][C:2]2[CH:3]=[CH:4][CH:5]=[CH:6][CH:7]=2)[CH:10]=[CH:11][C:12]=1[CH:16]=[CH:17][CH2:18][CH3:19])([CH3:28])[CH3:27])[CH3:26], predict the reactants needed to synthesize it. The reactants are: [CH2:1]([O:8][C:9]1[CH:10]=[CH:11][C:12]([CH:16]=[CH:17][CH2:18][CH3:19])=[C:13]([OH:15])[CH:14]=1)[C:2]1[CH:7]=[CH:6][CH:5]=[CH:4][CH:3]=1.Br[C:21]([CH3:28])([CH3:27])[C:22]([O:24][CH2:25][CH3:26])=[O:23].C(=O)([O-])[O-].[Cs+].[Cs+]. (3) Given the product [CH2:32]([O:34][C:35]1[CH:49]=[CH:48][C:38]([O:39][C:40]2[CH:41]=[C:42]([CH2:43][NH:44][C:4](=[O:6])[C:3]3[CH:7]=[CH:8][CH:9]=[N:10][C:2]=3[NH2:1])[CH:45]=[CH:46][CH:47]=2)=[CH:37][CH:36]=1)[CH3:33], predict the reactants needed to synthesize it. The reactants are: [NH2:1][C:2]1[N:10]=[CH:9][CH:8]=[CH:7][C:3]=1[C:4]([OH:6])=O.ON1C2C=CC=CC=2N=N1.CCN=C=NCCCN(C)C.[CH2:32]([O:34][C:35]1[CH:49]=[CH:48][C:38]([O:39][C:40]2[CH:41]=[C:42]([CH:45]=[CH:46][CH:47]=2)[CH2:43][NH2:44])=[CH:37][CH:36]=1)[CH3:33].C(=O)(O)[O-].[Na+]. (4) Given the product [F:27][C:28]1[CH:49]=[CH:48][C:31]([CH2:32][N:33]2[CH2:37][CH2:36][N:35]([C:38]3[S:39][C:40]([C:44]([NH:57][CH2:56][C:53]4[CH:54]=[CH:55][N:50]=[CH:51][CH:52]=4)=[O:46])=[C:41]([CH3:43])[N:42]=3)[C:34]2=[O:47])=[CH:30][CH:29]=1, predict the reactants needed to synthesize it. The reactants are: ClC1C=CC2SC=C(CN3CCN(C4SC(C(O)=O)=C(C)N=4)C3=O)C=2C=1.[F:27][C:28]1[CH:49]=[CH:48][C:31]([CH2:32][N:33]2[CH2:37][CH2:36][N:35]([C:38]3[S:39][C:40]([C:44]([OH:46])=O)=[C:41]([CH3:43])[N:42]=3)[C:34]2=[O:47])=[CH:30][CH:29]=1.[N:50]1[CH:55]=[CH:54][C:53]([CH2:56][NH2:57])=[CH:52][CH:51]=1. (5) Given the product [Br:27][C:28]1[CH:36]=[C:32]([C:33]([N:9]=[S@:7]([CH2:10][CH2:11][CH2:12][CH2:13][C:14]([O:16][CH3:17])=[O:15])([C:1]2[CH:2]=[CH:3][CH:4]=[CH:5][CH:6]=2)=[O:8])=[O:34])[CH:31]=[N:30][CH:29]=1, predict the reactants needed to synthesize it. The reactants are: [C:1]1([S@@:7]([CH2:10][CH2:11][CH2:12][CH2:13][C:14]([O:16][CH3:17])=[O:15])(=[NH:9])=[O:8])[CH:6]=[CH:5][CH:4]=[CH:3][CH:2]=1.C(N(C(C)C)CC)(C)C.[Br:27][C:28]1[CH:29]=[N:30][CH:31]=[C:32]([CH:36]=1)[C:33](O)=[O:34].F[P-](F)(F)(F)(F)F.N1(O[P+](N(C)C)(N(C)C)N(C)C)C2C=CC=CC=2N=N1.C([O-])(O)=O.[Na+]. (6) Given the product [CH3:1][O:2][C:3]1[N:4]=[CH:5][C:6]([N:9]([C:10]2[C:19]3[C:14](=[CH:15][CH:16]=[CH:17][CH:18]=3)[N:13]=[C:12]([CH3:20])[N:11]=2)[CH3:22])=[N:7][CH:8]=1, predict the reactants needed to synthesize it. The reactants are: [CH3:1][O:2][C:3]1[N:4]=[CH:5][C:6]([NH:9][C:10]2[C:19]3[C:14](=[CH:15][CH:16]=[CH:17][CH:18]=3)[N:13]=[C:12]([CH3:20])[N:11]=2)=[N:7][CH:8]=1.N[C:22]1C=NC(OC)=CN=1.ClC1C2C(=CC=CC=2)N=C(C)N=1. (7) Given the product [NH2:26][C:8]1[N:7]=[C:6]([O:5][CH2:1][CH2:2][CH2:3][CH3:4])[N:14]=[C:13]2[C:9]=1[NH:10][C:11](=[O:24])[N:12]2[CH2:15][CH2:16][CH2:17][CH:18]1[CH2:23][CH2:22][CH2:21][CH2:20][N:19]1[CH2:28][CH2:29][CH2:30][CH3:31], predict the reactants needed to synthesize it. The reactants are: [CH2:1]([O:5][C:6]1[N:14]=[C:13]2[C:9]([N:10]=[C:11]([O:24]C)[N:12]2[CH2:15][CH2:16][CH2:17][CH:18]2[CH2:23][CH2:22][CH2:21][CH2:20][NH:19]2)=[C:8]([NH2:26])[N:7]=1)[CH2:2][CH2:3][CH3:4].I[CH2:28][CH2:29][CH2:30][CH3:31]. (8) Given the product [CH2:33]([O:37][C:38]1[N:46]=[C:45]2[C:41]([N:42]=[C:43]([O:47][CH3:48])[N:44]2[CH2:51][CH2:52][CH2:53][CH:54]2[CH2:59][CH2:58][O:57][CH2:56][CH2:55]2)=[C:40]([NH2:49])[N:39]=1)[CH2:34][CH2:35][CH3:36], predict the reactants needed to synthesize it. The reactants are: C(NC1N=C2C(N=C(OC)N2CCCC2CCOC2)=C(N)N=1)CCC.FC(F)(F)C(O)=O.[CH2:33]([O:37][C:38]1[NH:39][C:40]([NH2:49])=[C:41]2[C:45]([N:46]=1)=[N:44][C:43]([O:47][CH3:48])=[N:42]2)[CH2:34][CH2:35][CH3:36].Br[CH:51](C)[CH2:52][CH2:53][CH:54]1[CH2:59][CH2:58][O:57][CH2:56][CH2:55]1. (9) Given the product [CH:1]([C:3]1([CH2:9][C:10]([OH:12])=[O:11])[CH2:8][CH2:7][CH2:6][CH2:5][CH2:4]1)=[O:2], predict the reactants needed to synthesize it. The reactants are: [CH:1]([C:3]1([CH2:9][C:10]([O:12]CC)=[O:11])[CH2:8][CH2:7][CH2:6][CH2:5][CH2:4]1)=[O:2].[OH-].[K+].O. (10) The reactants are: [Cl:1][C:2]1[CH:7]=[C:6]([Cl:8])[CH:5]=[CH:4][C:3]=1[S:9]([NH:12][CH2:13][C:14]([N:16]1[CH2:21][CH2:20][NH:19][CH2:18][C@@H:17]1[CH3:22])=[O:15])(=[O:11])=[O:10].C(Cl)CCl.C1C=C2C(N(O)N=NC2=CC=1)=O.[S:39]1[C:43]2[CH:44]=[CH:45][CH:46]=[CH:47][C:42]=2[CH:41]=[C:40]1[C:48]([NH:50][C@H:51]([C:56](O)=[O:57])[CH2:52][CH:53]([CH3:55])[CH3:54])=[O:49].CN1CCOCC1.C([O-])(O)=O.[Na+].Cl. Given the product [Cl:1][C:2]1[CH:7]=[C:6]([Cl:8])[CH:5]=[CH:4][C:3]=1[S:9]([NH:12][CH2:13][C:14]([N:16]1[CH2:21][CH2:20][N:19]([C:56]([C@@H:51]([NH:50][C:48]([C:40]2[S:39][C:43]3[CH:44]=[CH:45][CH:46]=[CH:47][C:42]=3[CH:41]=2)=[O:49])[CH2:52][CH:53]([CH3:55])[CH3:54])=[O:57])[CH2:18][C@@H:17]1[CH3:22])=[O:15])(=[O:11])=[O:10], predict the reactants needed to synthesize it.